Predict the reactants needed to synthesize the given product. From a dataset of Retrosynthesis with 50K atom-mapped reactions and 10 reaction types from USPTO. (1) Given the product O=C(CCc1ccc(NC(=O)c2ccccc2-c2ccc(C(F)(F)F)cc2)cc1)c1ccccn1, predict the reactants needed to synthesize it. The reactants are: Nc1ccc(CCC(=O)c2ccccn2)cc1.O=C(Cl)c1ccccc1-c1ccc(C(F)(F)F)cc1. (2) Given the product Cc1ccc(-c2nc3cccnc3n2CC(=O)N(C)C)s1, predict the reactants needed to synthesize it. The reactants are: CNC.Cc1ccc(-c2nc3cccnc3n2CC(=O)O)s1. (3) Given the product Cc1cc(-n2cc(C(F)(F)F)cn2)ccc1CN(c1ccc(C(=O)NCCC(=O)O)cn1)C1CCCCC1, predict the reactants needed to synthesize it. The reactants are: COC(=O)CCNC(=O)c1ccc(N(Cc2ccc(-n3cc(C(F)(F)F)cn3)cc2C)C2CCCCC2)nc1.